Task: Predict the reactants needed to synthesize the given product.. Dataset: Full USPTO retrosynthesis dataset with 1.9M reactions from patents (1976-2016) (1) Given the product [F:36][C@H:13]1[C@H:14]([C:17]2[CH:22]=[CH:21][C:20]([OH:23])=[CH:19][CH:18]=2)[CH2:15][CH2:16][N:11]([CH:8]2[CH2:9][CH2:10][N:6]([CH2:5][C:4]3[CH:26]=[CH:27][C:28]([CH3:29])=[C:2]([F:1])[CH:3]=3)[C:7]2=[O:25])[CH2:12]1, predict the reactants needed to synthesize it. The reactants are: [F:1][C:2]1[CH:3]=[C:4]([CH:26]=[CH:27][C:28]=1[CH3:29])[CH2:5][N:6]1[CH2:10][CH2:9][CH:8]([N:11]2[CH2:16][CH2:15][C@@H:14]([C:17]3[CH:22]=[CH:21][C:20]([OH:23])=[CH:19][CH:18]=3)[C@H:13](O)[CH2:12]2)[C:7]1=[O:25].CCN(S(F)(F)[F:36])CC. (2) The reactants are: [CH:1]1([NH:4][C:5]2[CH:10]=[CH:9][N:8]=[C:7]([NH2:11])[CH:6]=2)[CH2:3][CH2:2]1.Br[CH2:13][C:14]([C:16]1[CH:21]=[CH:20][C:19]([O:22][CH3:23])=[CH:18][CH:17]=1)=O. Given the product [CH:1]1([NH:4][C:5]2[CH:10]=[CH:9][N:8]3[CH:13]=[C:14]([C:16]4[CH:21]=[CH:20][C:19]([O:22][CH3:23])=[CH:18][CH:17]=4)[N:11]=[C:7]3[CH:6]=2)[CH2:3][CH2:2]1, predict the reactants needed to synthesize it. (3) The reactants are: [CH3:1][O:2][C:3](=[O:28])[CH2:4][CH:5]([C:9]1[CH:14]=[CH:13][C:12]([O:15][CH2:16][CH:17]2[CH2:22][CH2:21][CH2:20][C:19]3([CH2:27][CH2:26][CH2:25][CH2:24][CH2:23]3)[CH2:18]2)=[CH:11][CH:10]=1)[C:6](O)=[O:7].Cl.[CH2:30]([N:32]=C=NCCCN(C)C)C.O.ON1C2C=CC=CC=2N=N1.CN. Given the product [CH3:1][O:2][C:3](=[O:28])[CH2:4][CH:5]([C:9]1[CH:14]=[CH:13][C:12]([O:15][CH2:16][CH:17]2[CH2:22][CH2:21][CH2:20][C:19]3([CH2:27][CH2:26][CH2:25][CH2:24][CH2:23]3)[CH2:18]2)=[CH:11][CH:10]=1)[C:6]([NH:32][CH3:30])=[O:7], predict the reactants needed to synthesize it. (4) The reactants are: [CH2:1]([C:4]1[CH:13]=[CH:12][C:11]2[CH2:10][CH2:9][CH2:8][CH2:7][C:6]=2[C:5]=1[OH:14])[CH:2]=[CH2:3].C(=O)([O-])[O-].[K+].[K+].[CH2:21](Br)[C:22]1[CH:27]=[CH:26][CH:25]=[CH:24][CH:23]=1.C(OC1C2CCCC=2C=CC=1CC=C)C1C=CC=CC=1. Given the product [CH2:21]([O:14][C:5]1[C:6]2[CH2:7][CH2:8][CH2:9][CH2:10][C:11]=2[CH:12]=[CH:13][C:4]=1[CH2:1][CH:2]=[CH2:3])[C:22]1[CH:27]=[CH:26][CH:25]=[CH:24][CH:23]=1, predict the reactants needed to synthesize it. (5) Given the product [F:26][C:27]1[C:36]2[C:31](=[CH:32][CH:33]=[CH:34][CH:35]=2)[C:30]([C:37]([NH:1][CH:2]([CH2:12][C:13]2[CH:18]=[CH:17][CH:16]=[C:15]([S:19]([C:22]([F:24])([F:25])[F:23])(=[O:21])=[O:20])[CH:14]=2)[CH:3]([C:5]2[CH:6]=[CH:7][C:8]([F:11])=[CH:9][CH:10]=2)[OH:4])=[O:38])=[CH:29][CH:28]=1, predict the reactants needed to synthesize it. The reactants are: [NH2:1][CH:2]([CH2:12][C:13]1[CH:18]=[CH:17][CH:16]=[C:15]([S:19]([C:22]([F:25])([F:24])[F:23])(=[O:21])=[O:20])[CH:14]=1)[CH:3]([C:5]1[CH:10]=[CH:9][C:8]([F:11])=[CH:7][CH:6]=1)[OH:4].[F:26][C:27]1[C:36]2[C:31](=[CH:32][CH:33]=[CH:34][CH:35]=2)[C:30]([C:37](O)=[O:38])=[CH:29][CH:28]=1.Cl.C(N=C=NCCCN(C)C)C.O.ON1C2C=CC=CC=2N=N1. (6) Given the product [C:22]([O:26][C:27](=[O:32])[CH2:28][CH:29]([N:18]1[CH2:19][CH2:20][O:21][CH:16]([C:13]2[CH:12]=[CH:11][C:10]([O:9][CH2:1][CH2:2][CH2:3][CH2:4][CH2:5][CH2:6][CH2:7][CH3:8])=[CH:15][CH:14]=2)[CH2:17]1)[CH3:30])([CH3:25])([CH3:24])[CH3:23], predict the reactants needed to synthesize it. The reactants are: [CH2:1]([O:9][C:10]1[CH:15]=[CH:14][C:13]([CH:16]2[O:21][CH2:20][CH2:19][NH:18][CH2:17]2)=[CH:12][CH:11]=1)[CH2:2][CH2:3][CH2:4][CH2:5][CH2:6][CH2:7][CH3:8].[C:22]([O:26][C:27](=[O:32])[CH2:28][CH:29](Br)[CH3:30])([CH3:25])([CH3:24])[CH3:23].[I-].[Na+].C1CCN2C(=NCCC2)CC1. (7) Given the product [CH3:26][CH:25]([CH3:27])[CH2:24][C:23]([NH:1][C:2]1[S:6][C:5]([C:7]2[N:12]3[N:13]=[CH:14][C:15]([C:16]([C:18]4[S:19][CH:20]=[CH:21][CH:22]=4)=[O:17])=[C:11]3[N:10]=[CH:9][CH:8]=2)=[CH:4][CH:3]=1)=[O:28], predict the reactants needed to synthesize it. The reactants are: [NH2:1][C:2]1[S:6][C:5]([C:7]2[N:12]3[N:13]=[CH:14][C:15]([C:16]([C:18]4[S:19][CH:20]=[CH:21][CH:22]=4)=[O:17])=[C:11]3[N:10]=[CH:9][CH:8]=2)=[CH:4][CH:3]=1.[C:23](Cl)(=[O:28])[CH2:24][CH:25]([CH3:27])[CH3:26]. (8) The reactants are: [CH2:1]([NH:4][CH:5]1[CH2:10][CH2:9][N:8]([CH2:11][C:12]2[CH:17]=[CH:16][N:15]=[C:14]([C:18]3[CH:23]=[C:22]([O:24][CH3:25])[C:21]([O:26][CH3:27])=[C:20]([O:28][CH3:29])[CH:19]=3)[CH:13]=2)[CH2:7][CH2:6]1)[C:2]#[CH:3].[Cl:30][CH2:31][C:32]1[CH:37]=[CH:36][N:35]=[C:34]([C:38]2[CH:43]=[C:42]([O:44][CH3:45])[C:41]([O:46][CH3:47])=[C:40]([O:48][CH3:49])[CH:39]=2)[CH:33]=1. Given the product [ClH:30].[ClH:30].[ClH:30].[ClH:30].[CH2:1]([N:4]([CH:5]1[CH2:6][CH2:7][N:8]([CH2:11][C:12]2[CH:17]=[CH:16][N:15]=[C:14]([C:18]3[CH:19]=[C:20]([O:28][CH3:29])[C:21]([O:26][CH3:27])=[C:22]([O:24][CH3:25])[CH:23]=3)[CH:13]=2)[CH2:9][CH2:10]1)[CH2:31][C:32]1[CH:37]=[CH:36][N:35]=[C:34]([C:38]2[CH:43]=[C:42]([O:44][CH3:45])[C:41]([O:46][CH3:47])=[C:40]([O:48][CH3:49])[CH:39]=2)[CH:33]=1)[C:2]#[CH:3], predict the reactants needed to synthesize it. (9) Given the product [CH2:20]([C:4]([CH2:3][C:2]([F:18])([F:1])[C:9]([F:16])([F:17])[C:10]([F:14])([F:15])[CH:11]([F:13])[F:12])([C:7]#[N:8])[C:5]#[N:6])[CH2:21][CH2:22][CH3:23], predict the reactants needed to synthesize it. The reactants are: [F:1][C:2]([F:18])([C:9]([F:17])([F:16])[C:10]([F:15])([F:14])[CH:11]([F:13])[F:12])[CH2:3][CH:4]([C:7]#[N:8])[C:5]#[N:6].I[CH2:20][CH2:21][CH2:22][CH3:23].C(=O)([O-])[O-].[K+].[K+].Cl. (10) The reactants are: [Cl-].[Al+3].[Cl-].[Cl-].[N-:5]=[N+:6]=[N-:7].[Na+].[N:9]([C:12]1[CH:17]=[CH:16][CH:15]=[CH:14][C:13]=1[CH3:18])=[C:10]=[O:11].Cl. Given the product [CH3:18][C:13]1[CH:14]=[CH:15][CH:16]=[CH:17][C:12]=1[N:9]1[C:10](=[O:11])[NH:7][N:6]=[N:5]1, predict the reactants needed to synthesize it.